This data is from CYP2C9 inhibition data for predicting drug metabolism from PubChem BioAssay. The task is: Regression/Classification. Given a drug SMILES string, predict its absorption, distribution, metabolism, or excretion properties. Task type varies by dataset: regression for continuous measurements (e.g., permeability, clearance, half-life) or binary classification for categorical outcomes (e.g., BBB penetration, CYP inhibition). Dataset: cyp2c9_veith. (1) The result is 0 (non-inhibitor). The drug is O=C(O)CC[C@@]1(c2ccccc2)NC(=O)NC1=O. (2) The compound is CCCCn1nc2cc(C(=O)NCc3ccc(C(F)(F)F)cc3C(F)(F)F)ccc2c1OCC. The result is 1 (inhibitor). (3) The compound is Cn1c(=O)cc(OCCCC(=O)Nc2cccnc2)c2ccccc21. The result is 0 (non-inhibitor). (4) The drug is CO[C@@H]1/C=C\CC(=O)N2CCC[C@@H]2C(=O)OC[C@@H](C)C(=O)OC[C@H]1C. The result is 0 (non-inhibitor). (5) The molecule is COc1ccc2c(c1)N(CC[C@H]1CCCCN1C)c1ccccc1S2. The result is 0 (non-inhibitor). (6) The molecule is COc1ccccc1CN1CC2(CCN(C(=O)c3cc(C(F)(F)F)cc(C(F)(F)F)c3)CC2)C1. The result is 0 (non-inhibitor).